Dataset: NCI-60 drug combinations with 297,098 pairs across 59 cell lines. Task: Regression. Given two drug SMILES strings and cell line genomic features, predict the synergy score measuring deviation from expected non-interaction effect. (1) Drug 1: CCN(CC)CCNC(=O)C1=C(NC(=C1C)C=C2C3=C(C=CC(=C3)F)NC2=O)C. Drug 2: C1CC(=O)NC(=O)C1N2C(=O)C3=CC=CC=C3C2=O. Cell line: KM12. Synergy scores: CSS=33.9, Synergy_ZIP=-1.19, Synergy_Bliss=-2.24, Synergy_Loewe=-27.5, Synergy_HSA=-1.14. (2) Drug 1: C1=CC(=C2C(=C1NCCNCCO)C(=O)C3=C(C=CC(=C3C2=O)O)O)NCCNCCO. Drug 2: CN1C(=O)N2C=NC(=C2N=N1)C(=O)N. Cell line: MCF7. Synergy scores: CSS=36.6, Synergy_ZIP=6.20, Synergy_Bliss=6.38, Synergy_Loewe=-25.8, Synergy_HSA=2.34.